This data is from Forward reaction prediction with 1.9M reactions from USPTO patents (1976-2016). The task is: Predict the product of the given reaction. Given the reactants [OH:1][CH2:2][CH2:3][CH2:4][C:5]1[CH:10]=[CH:9][C:8]([CH:11]2[CH2:16][CH2:15][N:14]([C:17]([O:19][C:20]([CH3:23])([CH3:22])[CH3:21])=[O:18])[CH2:13][CH:12]2[O:24][CH2:25][C:26]2[CH:35]=[CH:34][C:33]3[C:28](=[CH:29][CH:30]=[CH:31][CH:32]=3)[CH:27]=2)=[CH:7][CH:6]=1.[CH3:36][O:37][C:38]1[CH:39]=[C:40]([CH:44]=[CH:45][CH:46]=1)[C:41](Cl)=[O:42], predict the reaction product. The product is: [CH3:36][O:37][C:38]1[CH:39]=[C:40]([CH:44]=[CH:45][CH:46]=1)[C:41]([O:1][CH2:2][CH2:3][CH2:4][C:5]1[CH:6]=[CH:7][C:8]([CH:11]2[CH2:16][CH2:15][N:14]([C:17]([O:19][C:20]([CH3:21])([CH3:22])[CH3:23])=[O:18])[CH2:13][CH:12]2[O:24][CH2:25][C:26]2[CH:35]=[CH:34][C:33]3[C:28](=[CH:29][CH:30]=[CH:31][CH:32]=3)[CH:27]=2)=[CH:9][CH:10]=1)=[O:42].